This data is from Reaction yield outcomes from USPTO patents with 853,638 reactions. The task is: Predict the reaction yield, written as a fraction of the theoretical maximum amount of product (1.0 means a 100% yield; for example, 0.34 means a 34% yield). (1) The reactants are [CH3:1][O:2][C:3](=[O:16])[C:4]([C:7]1[CH:12]=[CH:11][C:10]([CH2:13][CH2:14][OH:15])=[CH:9][CH:8]=1)([CH3:6])[CH3:5].C(N(CC)CC)C.[C:24]1([CH3:34])[CH:29]=[CH:28][C:27]([S:30](Cl)(=[O:32])=[O:31])=[CH:26][CH:25]=1.ClCCl. The catalyst is O. The product is [CH3:1][O:2][C:3](=[O:16])[C:4]([CH3:6])([C:7]1[CH:8]=[CH:9][C:10]([CH2:13][CH2:14][O:15][S:30]([C:27]2[CH:28]=[CH:29][C:24]([CH3:34])=[CH:25][CH:26]=2)(=[O:32])=[O:31])=[CH:11][CH:12]=1)[CH3:5]. The yield is 0.910. (2) The reactants are [NH:1]([S:8]([CH2:11][CH2:12][CH2:13][CH2:14][CH2:15][C:16]([O:18]CC)=O)(=[O:10])=[O:9])[C:2]1[CH:7]=[CH:6][CH:5]=[CH:4][CH:3]=1.Cl.[NH2:22][OH:23].C[O-].[Na+]. The catalyst is CO. The product is [NH:1]([S:8]([CH2:11][CH2:12][CH2:13][CH2:14][CH2:15][C:16]([NH:22][OH:23])=[O:18])(=[O:10])=[O:9])[C:2]1[CH:7]=[CH:6][CH:5]=[CH:4][CH:3]=1. The yield is 0.690. (3) The reactants are [Br:1][C:2]1[CH:3]=[N:4][CH:5]=[C:6]2[C:11]=1[N:10]=[C:9]([C:12]([OH:14])=O)[CH:8]=[CH:7]2.CN(C(ON1N=NC2C=CC=NC1=2)=[N+](C)C)C.F[P-](F)(F)(F)(F)F.Cl.[Cl:40][C:41]1[CH:46]=[CH:45][C:44]([C@@H:47]2[CH2:51][CH2:50][CH2:49][NH:48]2)=[CH:43][CH:42]=1.CCN(C(C)C)C(C)C. The catalyst is CN(C=O)C. The product is [Br:1][C:2]1[CH:3]=[N:4][CH:5]=[C:6]2[C:11]=1[N:10]=[C:9]([C:12]([N:48]1[CH2:49][CH2:50][CH2:51][C@H:47]1[C:44]1[CH:45]=[CH:46][C:41]([Cl:40])=[CH:42][CH:43]=1)=[O:14])[CH:8]=[CH:7]2. The yield is 0.960. (4) The reactants are [Br:1][C:2]1[CH:3]=[C:4]([N:8]2[C:16]3[C:11](=[CH:12][C:13]([C:17]4[CH:18]=[N:19][N:20]([CH3:22])[CH:21]=4)=[CH:14][CH:15]=3)[C:10]([C:23](O)=[O:24])=[N:9]2)[CH:5]=[CH:6][CH:7]=1.[Cl-].[NH4+:27]. No catalyst specified. The product is [Br:1][C:2]1[CH:3]=[C:4]([N:8]2[C:16]3[C:11](=[CH:12][C:13]([C:17]4[CH:18]=[N:19][N:20]([CH3:22])[CH:21]=4)=[CH:14][CH:15]=3)[C:10]([C:23]([NH2:27])=[O:24])=[N:9]2)[CH:5]=[CH:6][CH:7]=1. The yield is 0.960. (5) The reactants are [Li+].[OH-].C[O:4][C:5](=[O:18])[C:6]1[CH:11]=[CH:10][C:9]([N:12]2[CH2:17][CH2:16][O:15][CH2:14][CH2:13]2)=[CH:8][CH:7]=1.O.Cl. The catalyst is C1COCC1.O. The product is [N:12]1([C:9]2[CH:8]=[CH:7][C:6]([C:5]([OH:18])=[O:4])=[CH:11][CH:10]=2)[CH2:13][CH2:14][O:15][CH2:16][CH2:17]1. The yield is 0.860. (6) The reactants are [CH3:1][C:2]1[O:6][N:5]=[C:4]([C:7]2[CH:12]=[CH:11][CH:10]=[CH:9][CH:8]=2)[C:3]=1[CH2:13][OH:14].O[C:16]1[CH:21]=[CH:20][C:19]([N+:22]([O-:24])=[O:23])=[CH:18][N:17]=1. No catalyst specified. The product is [CH3:1][C:2]1[O:6][N:5]=[C:4]([C:7]2[CH:12]=[CH:11][CH:10]=[CH:9][CH:8]=2)[C:3]=1[CH2:13][O:14][C:16]1[CH:21]=[CH:20][C:19]([N+:22]([O-:24])=[O:23])=[CH:18][N:17]=1. The yield is 0.370.